From a dataset of Catalyst prediction with 721,799 reactions and 888 catalyst types from USPTO. Predict which catalyst facilitates the given reaction. (1) Reactant: [C:1]1([C:7]2[CH:15]=[CH:14][C:10]([C:11]([NH2:13])=[O:12])=[CH:9][C:8]=2[C:16]([F:19])([F:18])[F:17])[CH2:6][CH2:5][CH2:4][CH2:3][CH:2]=1. Product: [CH:1]1([C:7]2[CH:15]=[CH:14][C:10]([C:11]([NH2:13])=[O:12])=[CH:9][C:8]=2[C:16]([F:17])([F:18])[F:19])[CH2:2][CH2:3][CH2:4][CH2:5][CH2:6]1. The catalyst class is: 19. (2) Reactant: [OH:1][C:2]1[CH:3]=[N:4][CH:5]=[CH:6][CH:7]=1.[H-].[Na+].[Cl:10][CH2:11][CH2:12][CH2:13][CH2:14]I.[Na+].[Cl-]. Product: [Cl:10][CH2:11][CH2:12][CH2:13][CH2:14][O:1][C:2]1[CH:3]=[N:4][CH:5]=[CH:6][CH:7]=1. The catalyst class is: 35. (3) The catalyst class is: 18. Reactant: [F:1][C:2]([F:11])([F:10])[C:3]1[CH:4]=[C:5]([SH:9])[CH:6]=[CH:7][CH:8]=1.[Br:12][C:13]1[CH:18]=[CH:17][C:16]([CH:19]2[CH2:24][CH:23](CS([O-])(=O)=O)[CH2:22][CH2:21][O:20]2)=[CH:15][CH:14]=1.C([O-])([O-])=O.[K+].[K+]. Product: [Br:12][C:13]1[CH:14]=[CH:15][C:16]([CH:19]2[CH2:24][CH:23]([S:9][C:5]3[CH:6]=[CH:7][CH:8]=[C:3]([C:2]([F:1])([F:10])[F:11])[CH:4]=3)[CH2:22][CH2:21][O:20]2)=[CH:17][CH:18]=1. (4) Reactant: C(O)(C(F)(F)F)=O.[CH2:8]([CH:10]1[C:14]2[C:15]([O:19][C:20]3[N:25]=[CH:24][C:23]([NH:26][C:27]([C@H:29]([NH:32]C(=O)OC(C)(C)C)[CH2:30][CH3:31])=[O:28])=[CH:22][CH:21]=3)=[CH:16][CH:17]=[CH:18][C:13]=2[CH2:12][O:11]1)[CH3:9]. Product: [NH2:32][C@H:29]([CH2:30][CH3:31])[C:27]([NH:26][C:23]1[CH:24]=[N:25][C:20]([O:19][C:15]2[C:14]3[CH:10]([CH2:8][CH3:9])[O:11][CH2:12][C:13]=3[CH:18]=[CH:17][CH:16]=2)=[CH:21][CH:22]=1)=[O:28]. The catalyst class is: 4. (5) Reactant: [OH-].[Na+:2].C([O:5][C:6](=[O:41])[CH2:7][C:8]1[CH:13]=[C:12]([C:14]2[CH:19]=[CH:18][C:17]([C:20]([CH2:38][CH3:39])([C:23]3[CH:28]=[CH:27][C:26]([CH2:29][CH2:30][CH:31]([OH:36])[C:32]([CH3:35])([CH3:34])[CH3:33])=[C:25]([CH3:37])[CH:24]=3)[CH2:21][CH3:22])=[CH:16][C:15]=2[CH3:40])[N:11]=[N:10][CH:9]=1)C. Product: [CH2:21]([C:20]([C:17]1[CH:18]=[CH:19][C:14]([C:12]2[N:11]=[N:10][CH:9]=[C:8]([CH2:7][C:6]([O-:41])=[O:5])[CH:13]=2)=[C:15]([CH3:40])[CH:16]=1)([C:23]1[CH:28]=[CH:27][C:26]([CH2:29][CH2:30][CH:31]([OH:36])[C:32]([CH3:34])([CH3:35])[CH3:33])=[C:25]([CH3:37])[CH:24]=1)[CH2:38][CH3:39])[CH3:22].[Na+:2]. The catalyst class is: 5. (6) Reactant: [Cl:1][C:2]1[C:10]([Cl:11])=[C:9]2[C:5]([CH2:6][C:7]([CH:14]3[CH2:18][CH2:17][CH2:16][CH2:15]3)([CH3:13])[C:8]2=[O:12])=[CH:4][C:3]=1[O:19][CH2:20][CH2:21][CH2:22][CH2:23][O:24][C:25]1[CH:30]=[CH:29][C:28]([CH2:31][CH2:32][C:33]([O:35]C)=[O:34])=[CH:27][CH:26]=1.[OH-].[Na+].Cl. Product: [Cl:1][C:2]1[C:10]([Cl:11])=[C:9]2[C:5]([CH2:6][C:7]([CH:14]3[CH2:18][CH2:17][CH2:16][CH2:15]3)([CH3:13])[C:8]2=[O:12])=[CH:4][C:3]=1[O:19][CH2:20][CH2:21][CH2:22][CH2:23][O:24][C:25]1[CH:26]=[CH:27][C:28]([CH2:31][CH2:32][C:33]([OH:35])=[O:34])=[CH:29][CH:30]=1. The catalyst class is: 7. (7) Reactant: [CH3:1][N:2]1[C:11]2[C:6](=[CH:7][C:8]([N+:12]([O-])=O)=[CH:9][CH:10]=2)[NH:5][C:4]([CH3:16])([CH3:15])[C:3]1=[O:17]. Product: [NH2:12][C:8]1[CH:7]=[C:6]2[C:11](=[CH:10][CH:9]=1)[N:2]([CH3:1])[C:3](=[O:17])[C:4]([CH3:16])([CH3:15])[NH:5]2. The catalyst class is: 591.